This data is from Full USPTO retrosynthesis dataset with 1.9M reactions from patents (1976-2016). The task is: Predict the reactants needed to synthesize the given product. Given the product [NH2:8][C:9]1[N:14]=[C:13]([O:15][C:16]2[CH:21]=[CH:20][C:19]([NH:22][C:23](=[O:35])[CH2:24][C:25]([NH:27][C:28]3[CH:33]=[CH:32][C:31]([F:34])=[CH:30][CH:29]=3)=[O:26])=[CH:18][C:17]=2[F:36])[CH:12]=[CH:11][N:10]=1, predict the reactants needed to synthesize it. The reactants are: COC1C=CC(C[NH:8][C:9]2[N:14]=[C:13]([O:15][C:16]3[CH:21]=[CH:20][C:19]([NH:22][C:23](=[O:35])[CH2:24][C:25]([NH:27][C:28]4[CH:33]=[CH:32][C:31]([F:34])=[CH:30][CH:29]=4)=[O:26])=[CH:18][C:17]=3[F:36])[CH:12]=[CH:11][N:10]=2)=CC=1.C1(OC)C=CC=CC=1.